Dataset: Full USPTO retrosynthesis dataset with 1.9M reactions from patents (1976-2016). Task: Predict the reactants needed to synthesize the given product. (1) Given the product [Cl:13][C:3]1[CH:4]=[C:5]([NH2:6])[CH:7]=[C:8]([C:9]([F:12])([F:11])[F:10])[C:2]=1[C:26]1[CH:27]=[CH:28][C:23]([S:20]([N:17]2[CH2:16][CH2:15][O:14][CH2:19][CH2:18]2)(=[O:21])=[O:22])=[CH:24][CH:25]=1, predict the reactants needed to synthesize it. The reactants are: Br[C:2]1[C:8]([C:9]([F:12])([F:11])[F:10])=[CH:7][C:5]([NH2:6])=[CH:4][C:3]=1[Cl:13].[O:14]1[CH2:19][CH2:18][N:17]([S:20]([C:23]2[CH:28]=[CH:27][C:26](B(O)O)=[CH:25][CH:24]=2)(=[O:22])=[O:21])[CH2:16][CH2:15]1.C(=O)([O-])[O-].[Na+].[Na+].O. (2) Given the product [C:1]([C:4]1[C:12]2[C:7](=[N:8][C:9]([C:20]#[N:19])=[CH:10][CH:11]=2)[N:6]([CH2:15][C:16]([OH:18])=[O:17])[CH:5]=1)(=[O:3])[CH3:2], predict the reactants needed to synthesize it. The reactants are: [C:1]([C:4]1[C:12]2[C:7](=[N:8][C:9](OC)=[CH:10][CH:11]=2)[N:6]([CH2:15][C:16]([OH:18])=[O:17])[CH:5]=1)(=[O:3])[CH3:2].[NH:19]1C2=NC(C#N)=CC=C2C=[CH:20]1. (3) Given the product [O:1]1[C:6]2[CH:7]=[CH:8][CH:9]=[CH:10][C:5]=2[O:4][CH2:3][CH:2]1[CH2:11][N:12]1[CH2:17][CH2:16][CH2:15][C:14]([CH3:18])([CH2:19][O:20][CH2:31][C:32]([F:35])([F:34])[F:33])[CH2:13]1, predict the reactants needed to synthesize it. The reactants are: [O:1]1[C:6]2[CH:7]=[CH:8][CH:9]=[CH:10][C:5]=2[O:4][CH2:3][CH:2]1[CH2:11][N:12]1[CH2:17][CH2:16][CH2:15][C:14]([CH2:19][O:20]S(C)(=O)=O)([CH3:18])[CH2:13]1.C([O-])([O-])=O.[K+].[K+].[CH2:31](O)[C:32]([F:35])([F:34])[F:33].